The task is: Predict the reactants needed to synthesize the given product.. This data is from Full USPTO retrosynthesis dataset with 1.9M reactions from patents (1976-2016). (1) Given the product [Cl:18][C:19]1[CH:20]=[CH:21][C:22]([CH2:31][NH:32][C:33](=[O:38])[C:34]([CH3:37])([CH3:36])[CH3:35])=[C:23]([F:30])[C:24]=1[C:25]1[NH:27][C:28](=[O:29])[N:9]([C:6]2[CH:7]=[CH:8][C:3]([O:2][CH3:1])=[CH:4][CH:5]=2)[N:10]=1, predict the reactants needed to synthesize it. The reactants are: [CH3:1][O:2][C:3]1[CH:8]=[CH:7][C:6]([NH:9][NH:10]C(OC(C)(C)C)=O)=[CH:5][CH:4]=1.[Cl:18][C:19]1[C:24]([C:25]([N:27]=[C:28]=[O:29])=O)=[C:23]([F:30])[C:22]([CH2:31][NH:32][C:33](=[O:38])[C:34]([CH3:37])([CH3:36])[CH3:35])=[CH:21][CH:20]=1.C(O)(C(F)(F)F)=O. (2) Given the product [Cl:11][C:12]1[CH:17]=[C:16]([O:9][C@@H:7]([C@@H:5]2[CH2:4][O:3][C:2]([CH3:10])([CH3:1])[O:6]2)[CH3:8])[N:15]=[C:14]([S:19][CH2:20][C:21]2[CH:26]=[CH:25][CH:24]=[C:23]([F:27])[C:22]=2[F:28])[N:13]=1, predict the reactants needed to synthesize it. The reactants are: [CH3:1][C:2]1([CH3:10])[O:6][C@H:5]([C@H:7]([OH:9])[CH3:8])[CH2:4][O:3]1.[Cl:11][C:12]1[CH:17]=[C:16](Cl)[N:15]=[C:14]([S:19][CH2:20][C:21]2[CH:26]=[CH:25][CH:24]=[C:23]([F:27])[C:22]=2[F:28])[N:13]=1. (3) Given the product [CH3:35][O:36][C:37]([C:39]1[CH:48]=[C:47]([CH2:49][CH2:50][CH2:51][CH2:52][CH2:53][CH3:54])[C:46]2[C:41](=[C:42]([O:55][CH2:56][C:57]3[CH:58]=[CH:59][CH:60]=[CH:61][CH:62]=3)[CH:43]=[CH:44][CH:45]=2)[N:40]=1)=[O:38], predict the reactants needed to synthesize it. The reactants are: COC(C1C=C(O)C2C(=C(OCC3C=CC=CC=3)C=C(C#CCOCC3C=CC=CC=3)C=2)N=1)=O.[CH3:35][O:36][C:37]([C:39]1[CH:48]=[C:47]([C:49]#[C:50][CH2:51][CH2:52][CH2:53][CH3:54])[C:46]2[C:41](=[C:42]([O:55][CH2:56][C:57]3[CH:62]=[CH:61][CH:60]=[CH:59][CH:58]=3)[CH:43]=[CH:44][CH:45]=2)[N:40]=1)=[O:38].